Dataset: CYP1A2 inhibition data for predicting drug metabolism from PubChem BioAssay. Task: Regression/Classification. Given a drug SMILES string, predict its absorption, distribution, metabolism, or excretion properties. Task type varies by dataset: regression for continuous measurements (e.g., permeability, clearance, half-life) or binary classification for categorical outcomes (e.g., BBB penetration, CYP inhibition). Dataset: cyp1a2_veith. The molecule is CC(=O)NC1CC2CCCC(C1)N2C(=O)Nc1ccccc1. The result is 0 (non-inhibitor).